This data is from Full USPTO retrosynthesis dataset with 1.9M reactions from patents (1976-2016). The task is: Predict the reactants needed to synthesize the given product. (1) The reactants are: [Cl:1][C:2]1[N:3]([CH2:10][C@:11]2([CH3:14])[CH2:13][O:12]2)[CH:4]=[C:5]([N+:7]([O-:9])=[O:8])[N:6]=1.[N:15]1([C:21]([O:23][CH2:24][CH:25]=[CH:26][C:27]2[CH:32]=[CH:31][C:30]([C:33]([F:36])([F:35])[F:34])=[CH:29][CH:28]=2)=[O:22])[CH2:20][CH2:19][NH:18][CH2:17][CH2:16]1.O. Given the product [Cl:1][C:2]1[N:3]([CH2:10][C@:11]([OH:12])([CH3:14])[CH2:13][N:18]2[CH2:17][CH2:16][N:15]([C:21]([O:23][CH2:24][CH:25]=[CH:26][C:27]3[CH:32]=[CH:31][C:30]([C:33]([F:35])([F:36])[F:34])=[CH:29][CH:28]=3)=[O:22])[CH2:20][CH2:19]2)[CH:4]=[C:5]([N+:7]([O-:9])=[O:8])[N:6]=1, predict the reactants needed to synthesize it. (2) Given the product [CH:14]1([CH2:17][NH:18][C:2]2[CH:9]=[CH:8][C:5]([C:6]#[N:7])=[C:4]([C:10]([F:13])([F:12])[F:11])[CH:3]=2)[CH2:16][CH2:15]1, predict the reactants needed to synthesize it. The reactants are: F[C:2]1[CH:9]=[CH:8][C:5]([C:6]#[N:7])=[C:4]([C:10]([F:13])([F:12])[F:11])[CH:3]=1.[CH:14]1([CH2:17][NH2:18])[CH2:16][CH2:15]1.C(=O)([O-])[O-].[K+].[K+]. (3) Given the product [CH3:14][O:13][C:8]1[CH:9]=[CH:10][CH:11]=[CH:12][C:7]=1[C:23]1[CH2:28][CH2:27][N:26]([C:29]([O:31][C:32]([CH3:35])([CH3:34])[CH3:33])=[O:30])[CH2:25][CH:24]=1, predict the reactants needed to synthesize it. The reactants are: CN(C=O)C.Br[C:7]1[CH:12]=[CH:11][CH:10]=[CH:9][C:8]=1[O:13][CH3:14].CC1(C)C(C)(C)OB([C:23]2[CH2:28][CH2:27][N:26]([C:29]([O:31][C:32]([CH3:35])([CH3:34])[CH3:33])=[O:30])[CH2:25][CH:24]=2)O1.C([O-])(=O)C.[Na+]. (4) Given the product [NH:5]1[C:48]2[CH:47]=[CH:46][C:42]([C:43]([NH2:45])=[NH:44])=[CH:41][C:40]=2[N:39]=[CH:1]1, predict the reactants needed to synthesize it. The reactants are: [C:1]([NH:5]C(NCC1C=C(C2C=CC=C(C=O)C=2OCOCCOC)C(OCOCCOC)=CC=1)=O)(C)(C)C.Cl.[NH2:39][C:40]1[C:41](N)=[C:42]([CH:46]=[CH:47][CH:48]=1)[C:43]([NH2:45])=[NH:44].C1(=O)C=CC(=O)C=C1.